From a dataset of Reaction yield outcomes from USPTO patents with 853,638 reactions. Predict the reaction yield, written as a fraction of the theoretical maximum amount of product (1.0 means a 100% yield; for example, 0.34 means a 34% yield). (1) The reactants are O1CCCC1.[F:6][C:7]1[CH:8]=[C:9]([CH2:22][C:23](Cl)=[N:24][OH:25])[CH:10]=[CH:11][C:12]=1[O:13][CH2:14][C:15]1[CH:20]=[CH:19][C:18]([F:21])=[CH:17][N:16]=1.[C:27]([C:29]1[C:30]([NH2:35])=[N:31][CH:32]=[CH:33][CH:34]=1)#[CH:28].C(N(CC)CC)C. The catalyst is O. The product is [F:6][C:7]1[CH:8]=[C:9]([CH:10]=[CH:11][C:12]=1[O:13][CH2:14][C:15]1[CH:20]=[CH:19][C:18]([F:21])=[CH:17][N:16]=1)[CH2:22][C:23]1[CH:28]=[C:27]([C:29]2[C:30]([NH2:35])=[N:31][CH:32]=[CH:33][CH:34]=2)[O:25][N:24]=1. The yield is 0.135. (2) The reactants are [CH2:1]([NH:3][C:4]1[C:9]2[C:10](I)=[N:11][N:12](CC3C=CC(OC)=CC=3)[C:8]=2[CH:7]=[CH:6][N:5]=1)[CH3:2].Cl[C:24]1[C:29]2C(I)=NN(CC3C=CC(OC)=CC=3)[C:28]=2[CH:27]=[CH:26][N:25]=1.C(N)C. The catalyst is CO. The product is [CH2:1]([NH:3][C:4]1[C:9]2[C:10]([C:24]3[CH:29]=[CH:28][CH:27]=[CH:26][N:25]=3)=[N:11][NH:12][C:8]=2[CH:7]=[CH:6][N:5]=1)[CH3:2]. The yield is 0.730. (3) The reactants are Br[C:2]1[CH:3]=[CH:4][C:5]([C:8]([OH:11])([CH3:10])[CH3:9])=[N:6][CH:7]=1.[CH3:12][Sn:13]([CH3:19])([CH3:18])[Sn:13]([CH3:19])([CH3:18])[CH3:12]. The catalyst is C1(C)C=CC=CC=1.C1C=CC([P]([Pd]([P](C2C=CC=CC=2)(C2C=CC=CC=2)C2C=CC=CC=2)([P](C2C=CC=CC=2)(C2C=CC=CC=2)C2C=CC=CC=2)[P](C2C=CC=CC=2)(C2C=CC=CC=2)C2C=CC=CC=2)(C2C=CC=CC=2)C2C=CC=CC=2)=CC=1. The product is [CH3:12][Sn:13]([CH3:19])([CH3:18])[C:2]1[CH:3]=[CH:4][C:5]([C:8]([OH:11])([CH3:10])[CH3:9])=[N:6][CH:7]=1. The yield is 0.700. (4) The reactants are [CH:1]1[C:10]2[C:5](=[CH:6][CH:7]=[CH:8][CH:9]=2)[CH:4]=[CH:3][C:2]=1[NH:11][C:12]([C:14]1[C:18]2[N:19]=[C:20](Cl)[N:21]=[CH:22][C:17]=2[S:16][CH:15]=1)=[O:13].[NH2:24][C@@H:25]1[CH2:30][CH2:29][O:28][CH2:27][C@@H:26]1[NH:31][C:32](=[O:38])[O:33][C:34]([CH3:37])([CH3:36])[CH3:35].C(N(C(C)C)CC)(C)C. The catalyst is O1CCOCC1.ClCCl. The product is [C:34]([O:33][C:32](=[O:38])[NH:31][C@@H:26]1[C@H:25]([NH:24][C:20]2[N:21]=[CH:22][C:17]3[S:16][CH:15]=[C:14]([C:12](=[O:13])[NH:11][C:2]4[CH:3]=[CH:4][C:5]5[C:10](=[CH:9][CH:8]=[CH:7][CH:6]=5)[CH:1]=4)[C:18]=3[N:19]=2)[CH2:30][CH2:29][O:28][CH2:27]1)([CH3:37])([CH3:35])[CH3:36]. The yield is 0.520.